From a dataset of Forward reaction prediction with 1.9M reactions from USPTO patents (1976-2016). Predict the product of the given reaction. (1) Given the reactants [NH2:1][C:2]1[C:7]([F:8])=[C:6](Cl)[N:5]=[C:4]([C:10]([O:12][CH3:13])=[O:11])[CH:3]=1.[CH2:14]([Sn](CCCC)(CCCC)C=C)[CH2:15]CC, predict the reaction product. The product is: [NH2:1][C:2]1[C:7]([F:8])=[C:6]([CH:14]=[CH2:15])[N:5]=[C:4]([C:10]([O:12][CH3:13])=[O:11])[CH:3]=1. (2) The product is: [C:23]([O:26][C:27]([N:12]1[CH2:11][CH2:10][CH:9]([C:4]2[CH:3]=[C:2]([F:1])[CH:7]=[CH:6][C:5]=2[OH:8])[CH2:14][CH2:13]1)=[O:28])([CH3:25])([CH3:24])[CH3:22]. Given the reactants [F:1][C:2]1[CH:7]=[CH:6][C:5]([OH:8])=[C:4]([CH:9]2[CH2:14][CH2:13][NH:12][CH2:11][CH2:10]2)[CH:3]=1.C(N(CC)CC)C.[CH3:22][C:23]([O:26][C:27](O[C:27]([O:26][C:23]([CH3:25])([CH3:24])[CH3:22])=[O:28])=[O:28])([CH3:25])[CH3:24], predict the reaction product. (3) Given the reactants [Br:1][C:2]1[S:6][C:5]2[CH:7]=[C:8]([O:11][CH3:12])[CH:9]=[CH:10][C:4]=2[C:3]=1[C:13]1[CH:18]=[CH:17][C:16]([F:19])=[CH:15][CH:14]=1.OO.S(=O)(O)[O-:23].[Na+].O, predict the reaction product. The product is: [Br:1][C:2]1[S:6](=[O:23])[C:5]2[CH:7]=[C:8]([O:11][CH3:12])[CH:9]=[CH:10][C:4]=2[C:3]=1[C:13]1[CH:18]=[CH:17][C:16]([F:19])=[CH:15][CH:14]=1.